This data is from Full USPTO retrosynthesis dataset with 1.9M reactions from patents (1976-2016). The task is: Predict the reactants needed to synthesize the given product. (1) Given the product [Cl:3][C:17]1[C:18]2[C:23](=[CH:22][CH:21]=[CH:20][CH:19]=2)[C:14]([C:11]2[CH:12]=[CH:13][C:8]([O:7][CH3:6])=[CH:9][CH:10]=2)=[N:15][N:16]=1, predict the reactants needed to synthesize it. The reactants are: P(Cl)(Cl)([Cl:3])=O.[CH3:6][O:7][C:8]1[CH:13]=[CH:12][C:11]([C:14]2[C:23]3[C:18](=[CH:19][CH:20]=[CH:21][CH:22]=3)[C:17](=O)[NH:16][N:15]=2)=[CH:10][CH:9]=1. (2) Given the product [C:19]([C:9]1[C@@H:10]([C:11]2[CH:16]=[CH:15][C:14]([C:17]#[N:18])=[CH:13][CH:12]=2)[N:5]2[N:4]=[C:3]([NH:2][C:43]([C:40]3([F:39])[CH2:42][CH2:41]3)=[O:44])[N:32]=[C:6]2[N:7]([C:22]2[CH:27]=[CH:26][CH:25]=[C:24]([C:28]([F:29])([F:31])[F:30])[CH:23]=2)[C:8]=1[CH3:21])#[N:20], predict the reactants needed to synthesize it. The reactants are: Cl.[NH2:2][C:3]1[N:32]=[C:6]2[N:7]([C:22]3[CH:27]=[CH:26][CH:25]=[C:24]([C:28]([F:31])([F:30])[F:29])[CH:23]=3)[C:8]([CH3:21])=[C:9]([C:19]#[N:20])[C@@H:10]([C:11]3[CH:16]=[CH:15][C:14]([C:17]#[N:18])=[CH:13][CH:12]=3)[N:5]2[N:4]=1.N1C=CC=CC=1.[F:39][C:40]1([C:43](Cl)=[O:44])[CH2:42][CH2:41]1.